This data is from Forward reaction prediction with 1.9M reactions from USPTO patents (1976-2016). The task is: Predict the product of the given reaction. (1) Given the reactants [C:1]([O:5][C:6]([NH:8][CH2:9][C:10]#[C:11][C:12]1[C:13]([C:34](O)=[O:35])=[N:14][CH:15]=[C:16]([C:18]([N:20]2[CH2:25][CH2:24][N:23]([CH2:26][C:27]3[CH:32]=[CH:31][C:30]([F:33])=[CH:29][CH:28]=3)[CH2:22][CH2:21]2)=[O:19])[CH:17]=1)=[O:7])([CH3:4])([CH3:3])[CH3:2].Cl.Cl.[C:39]([C:41]1[CH:54]=[CH:53][C:44]([CH2:45][N:46]2[CH2:51][CH2:50][CH:49]([NH2:52])[CH2:48][CH2:47]2)=[CH:43][CH:42]=1)#[N:40].CN(C(ON1N=NC2C=CC=NC1=2)=[N+](C)C)C.F[P-](F)(F)(F)(F)F.C(N(CC)CC)C, predict the reaction product. The product is: [C:39]([C:41]1[CH:42]=[CH:43][C:44]([CH2:45][N:46]2[CH2:47][CH2:48][CH:49]([NH:52][C:34]([C:13]3[C:12]([C:11]#[C:10][CH2:9][NH:8][C:6](=[O:7])[O:5][C:1]([CH3:2])([CH3:4])[CH3:3])=[CH:17][C:16]([C:18]([N:20]4[CH2:25][CH2:24][N:23]([CH2:26][C:27]5[CH:32]=[CH:31][C:30]([F:33])=[CH:29][CH:28]=5)[CH2:22][CH2:21]4)=[O:19])=[CH:15][N:14]=3)=[O:35])[CH2:50][CH2:51]2)=[CH:53][CH:54]=1)#[N:40]. (2) Given the reactants C(OC([N:8]1[CH2:13][CH2:12][CH:11]([O:14][C:15]2[CH:20]=[CH:19][C:18]([NH:21][C:22]3[C:23]4[CH:31]=[C:30](F)[N:29]=[CH:28][C:24]=4[N:25]=[CH:26][N:27]=3)=[CH:17][C:16]=2[CH3:33])[CH2:10][CH2:9]1)=O)(C)(C)C.CCN(CC)CC.[NH:41]1[CH2:46][CH2:45][O:44][CH2:43][CH2:42]1, predict the reaction product. The product is: [CH3:33][C:16]1[CH:17]=[C:18]([NH:21][C:22]2[C:23]3[CH:31]=[C:30]([N:41]4[CH2:46][CH2:45][O:44][CH2:43][CH2:42]4)[N:29]=[CH:28][C:24]=3[N:25]=[CH:26][N:27]=2)[CH:19]=[CH:20][C:15]=1[O:14][CH:11]1[CH2:12][CH2:13][NH:8][CH2:9][CH2:10]1. (3) Given the reactants [F:1][C:2]1[CH:3]=[C:4](Br)[CH:5]=[C:6]([F:8])[CH:7]=1.C(=O)([O-])[O-].[K+].[K+].[F:16][C:17]1[CH:22]=[C:21]([C:23]2[CH:28]=[CH:27][C:26]([CH2:29][CH2:30][CH3:31])=[CH:25][CH:24]=2)[CH:20]=[CH:19][C:18]=1B(O)O, predict the reaction product. The product is: [F:1][C:2]1[CH:3]=[C:4]([C:18]2[CH:19]=[CH:20][C:21]([C:23]3[CH:28]=[CH:27][C:26]([CH2:29][CH2:30][CH3:31])=[CH:25][CH:24]=3)=[CH:22][C:17]=2[F:16])[CH:5]=[C:6]([F:8])[CH:7]=1. (4) Given the reactants [CH3:1][C:2]1([CH3:45])[C:22]2[C:9](=[CH:10][C:11]3[C:12]([C:35]4[CH:44]=[CH:43][C:42]5[C:37](=[CH:38][CH:39]=[CH:40][CH:41]=5)[CH:36]=4)(O)[C:13]4[CH:14]=[CH:15][CH:16]=[CH:17][C:18]=4[C:19]([C:24]4[CH:33]=[CH:32][C:31]5[C:26](=[CH:27][CH:28]=[CH:29][CH:30]=5)[CH:25]=4)(O)[C:20]=3[CH:21]=2)[C:8]2[C:3]1=[CH:4][CH:5]=[CH:6][CH:7]=2.[I-].[K+].[PH2]([O-])=O.[Na+], predict the reaction product. The product is: [CH3:1][C:2]1([CH3:45])[C:22]2[C:9](=[CH:10][C:11]3[C:12]([C:35]4[CH:44]=[CH:43][C:42]5[C:37](=[CH:38][CH:39]=[CH:40][CH:41]=5)[CH:36]=4)=[C:13]4[C:18](=[C:19]([C:24]5[CH:33]=[CH:32][C:31]6[C:26](=[CH:27][CH:28]=[CH:29][CH:30]=6)[CH:25]=5)[C:20]=3[CH:21]=2)[CH:17]=[CH:16][CH:15]=[CH:14]4)[C:8]2[C:3]1=[CH:4][CH:5]=[CH:6][CH:7]=2.